Dataset: Forward reaction prediction with 1.9M reactions from USPTO patents (1976-2016). Task: Predict the product of the given reaction. (1) Given the reactants [OH:1][C:2]1([CH2:18][OH:19])[CH2:6][N:5]([C:7]([O:9][C:10]([CH3:13])([CH3:12])[CH3:11])=[O:8])[CH:4]([C:14]([O:16][CH3:17])=[O:15])[CH2:3]1.[Si:20](Cl)([C:23]([CH3:26])([CH3:25])[CH3:24])([CH3:22])[CH3:21].N1C=CN=C1, predict the reaction product. The product is: [Si:20]([O:19][CH2:18][C:2]1([OH:1])[CH2:6][N:5]([C:7]([O:9][C:10]([CH3:13])([CH3:12])[CH3:11])=[O:8])[CH:4]([C:14]([O:16][CH3:17])=[O:15])[CH2:3]1)([C:23]([CH3:26])([CH3:25])[CH3:24])([CH3:22])[CH3:21]. (2) Given the reactants Cl.[N:2]1[CH:7]=[CH:6][CH:5]=[C:4]([S:8](Cl)(=[O:10])=[O:9])[CH:3]=1.[NH2:12][C:13]1[CH:14]=[C:15]([C@@H:19]([NH:21][C:22]2[CH:27]=[N:26][CH:25]=[C:24]([Cl:28])[N:23]=2)[CH3:20])[CH:16]=[CH:17][CH:18]=1.C(N(CC)CC)C, predict the reaction product. The product is: [Cl:28][C:24]1[N:23]=[C:22]([NH:21][C@H:19]([C:15]2[CH:14]=[C:13]([NH:12][S:8]([C:4]3[CH:3]=[N:2][CH:7]=[CH:6][CH:5]=3)(=[O:10])=[O:9])[CH:18]=[CH:17][CH:16]=2)[CH3:20])[CH:27]=[N:26][CH:25]=1. (3) Given the reactants C([O:5][C:6](=[O:29])[CH2:7][N:8]1[C:16]2[C:11](=[CH:12][C:13]([CH3:17])=[CH:14][CH:15]=2)[C:10]([CH:18]2[C:22]3[CH:23]=[CH:24][CH:25]=[CH:26][C:21]=3[S:20](=[O:28])(=[O:27])[NH:19]2)=[CH:9]1)(C)(C)C.Br[CH2:31][C:32]1[S:33][C:34]2[CH:40]=[CH:39][CH:38]=[CH:37][C:35]=2[N:36]=1, predict the reaction product. The product is: [S:33]1[C:34]2[CH:40]=[CH:39][CH:38]=[CH:37][C:35]=2[N:36]=[C:32]1[CH2:31][N:19]1[CH:18]([C:10]2[C:11]3[C:16](=[CH:15][CH:14]=[C:13]([CH3:17])[CH:12]=3)[N:8]([CH2:7][C:6]([OH:5])=[O:29])[CH:9]=2)[C:22]2[CH:23]=[CH:24][CH:25]=[CH:26][C:21]=2[S:20]1(=[O:27])=[O:28]. (4) The product is: [CH3:20][O:21][C:22](=[O:35])[CH2:23][N:24]1[C:32]2[C:27](=[CH:28][C:29]([F:33])=[CH:30][CH:31]=2)[C:26]([CH2:14][C:13]2[CH:16]=[CH:17][CH:18]=[CH:19][C:12]=2[S:9]([C:3]2[CH:4]=[CH:5][C:6]([Cl:8])=[CH:7][C:2]=2[Cl:1])(=[O:11])=[O:10])=[C:25]1[CH3:34]. Given the reactants [Cl:1][C:2]1[CH:7]=[C:6]([Cl:8])[CH:5]=[CH:4][C:3]=1[S:9]([C:12]1[CH:19]=[CH:18][CH:17]=[CH:16][C:13]=1[CH:14]=O)(=[O:11])=[O:10].[CH3:20][O:21][C:22](=[O:35])[CH2:23][N:24]1[C:32]2[C:27](=[CH:28][C:29]([F:33])=[CH:30][CH:31]=2)[CH:26]=[C:25]1[CH3:34], predict the reaction product. (5) Given the reactants [N:1]1[N:2]([C:6]2[CH:7]=[C:8]([NH:12][C:13]3[C:14]([C:27]#[N:28])=[N:15][CH:16]=[C:17]([NH:19][C@@H:20]4[CH2:25][CH2:24][CH2:23][CH2:22][C@@H:21]4[NH2:26])[CH:18]=3)[CH:9]=[CH:10][CH:11]=2)[N:3]=[CH:4][CH:5]=1.[OH-].[Na+].OO.CC(O)=[O:35], predict the reaction product. The product is: [N:1]1[N:2]([C:6]2[CH:7]=[C:8]([NH:12][C:13]3[C:14]([C:27]([NH2:28])=[O:35])=[N:15][CH:16]=[C:17]([NH:19][C@@H:20]4[CH2:25][CH2:24][CH2:23][CH2:22][C@@H:21]4[NH2:26])[CH:18]=3)[CH:9]=[CH:10][CH:11]=2)[N:3]=[CH:4][CH:5]=1. (6) Given the reactants [C:1]([O:5][C:6]([N:8]([CH3:49])[CH:9]1[CH2:14][CH2:13][CH:12]([N:15]([CH2:30][C:31]2[CH:32]=[C:33]([C:39]3[CH:44]=[CH:43][N:42]=[C:41]([C:45]([O:47]C)=O)[CH:40]=3)[CH:34]=[CH:35][C:36]=2[O:37][CH3:38])[C:16]([C:18]2[S:22][C:21]3[C:23]([F:28])=[CH:24][CH:25]=[C:26]([F:27])[C:20]=3[C:19]=2[Cl:29])=[O:17])[CH2:11][CH2:10]1)=[O:7])([CH3:4])([CH3:3])[CH3:2].[CH3:50][NH2:51], predict the reaction product. The product is: [Cl:29][C:19]1[C:20]2[C:26]([F:27])=[CH:25][CH:24]=[C:23]([F:28])[C:21]=2[S:22][C:18]=1[C:16]([N:15]([CH2:30][C:31]1[CH:32]=[C:33]([C:39]2[CH:44]=[CH:43][N:42]=[C:41]([C:45](=[O:47])[NH:51][CH3:50])[CH:40]=2)[CH:34]=[CH:35][C:36]=1[O:37][CH3:38])[CH:12]1[CH2:11][CH2:10][CH:9]([N:8]([CH3:49])[C:6](=[O:7])[O:5][C:1]([CH3:4])([CH3:3])[CH3:2])[CH2:14][CH2:13]1)=[O:17].